Task: Predict the reactants needed to synthesize the given product.. Dataset: Full USPTO retrosynthesis dataset with 1.9M reactions from patents (1976-2016) (1) The reactants are: Br[C:2]1[CH:3]=[C:4]([CH:19]=[CH:20][C:21]=1[N:22]1[CH2:26][CH2:25][C@@H:24]([OH:27])[CH2:23]1)[C:5]([NH:7][C:8]1[CH:13]=[CH:12][C:11]([O:14][C:15]([F:18])([F:17])[F:16])=[CH:10][CH:9]=1)=[O:6].[N:28]1[CH:33]=[CH:32][CH:31]=[C:30](B(O)O)[CH:29]=1. Given the product [OH:27][C@@H:24]1[CH2:25][CH2:26][N:22]([C:21]2[CH:20]=[CH:19][C:4]([C:5]([NH:7][C:8]3[CH:13]=[CH:12][C:11]([O:14][C:15]([F:18])([F:17])[F:16])=[CH:10][CH:9]=3)=[O:6])=[CH:3][C:2]=2[C:30]2[CH:29]=[N:28][CH:33]=[CH:32][CH:31]=2)[CH2:23]1, predict the reactants needed to synthesize it. (2) Given the product [CH3:17][C@H:16]1[C@@H:15]2[CH2:24][CH2:25][C:12]([CH3:11])=[CH:13][C@@H:14]2[C@H:20]([C:21]([CH3:23])=[CH2:22])[CH2:19][CH2:18]1.[CH3:40][CH2:39][CH2:37][CH2:36][CH2:35][CH2:34][CH2:32][CH2:31][CH2:30][CH2:29][CH2:27][CH3:26], predict the reactants needed to synthesize it. The reactants are: C([O-])(=O)C[C@](CCO)(C)O.[CH3:11][C:12]1[CH2:25][CH2:24]/[C:15](=[C:16](/[CH2:18][CH2:19][CH:20]=[C:21]([CH3:23])[CH3:22])\[CH3:17])/[CH2:14][CH:13]=1.[CH3:26][C:27](=[CH:29][CH2:30][CH2:31]/[C:32](=[CH:34]/[CH2:35][CH2:36]/[C:37](=[CH:39]/[CH2:40][CH2:40]/[CH:39]=[C:37](/[CH2:36][CH2:35]/[CH:34]=[C:32](/[CH2:31][CH2:30][CH:29]=[C:27](C)[CH3:26])\C)\C)/C)/C)C.C[C@H]1[C@@H]2CCC(C)=C[C@@H]2[C@H](C(C)=C)CC1. (3) The reactants are: OC(C(F)(F)F)=O.[I:8][C:9]1[CH:10]=[C:11]([C:15]2([C:23]#[N:24])[CH2:21][C@H:20]3[NH:22][C@H:17]([CH:18]=[CH:19]3)[CH2:16]2)[CH:12]=[N:13][CH:14]=1.FC1C=NC=C(I)C=1.[O:33]1[CH2:36][C:35](=O)[CH2:34]1.C(O[BH-](OC(=O)C)OC(=O)C)(=O)C.[Na+]. Given the product [I:8][C:9]1[CH:10]=[C:11]([C:15]2([C:23]#[N:24])[CH2:21][C@H:20]3[N:22]([CH:35]4[CH2:36][O:33][CH2:34]4)[C@H:17]([CH:18]=[CH:19]3)[CH2:16]2)[CH:12]=[N:13][CH:14]=1, predict the reactants needed to synthesize it. (4) Given the product [F:41][C:2]([F:1])([F:40])[C:3]([N:5]1[CH2:10][CH2:9][CH:8]([C:11]2[S:15][C:14]([C:16]3[CH:17]=[CH:18][C:19]4[CH2:26][CH:25]5[C:27]6([CH2:31][N:30]([CH2:32][C:33]([F:36])([F:35])[F:34])[S:29](=[O:37])(=[O:38])[NH:28]6)[CH:22]([CH2:23][CH2:24]5)[CH2:21][C:20]=4[CH:39]=3)=[N:13][CH:12]=2)[CH2:7][CH2:6]1)=[O:4], predict the reactants needed to synthesize it. The reactants are: [F:1][C:2]([F:41])([F:40])[C:3]([N:5]1[CH2:10][CH:9]=[C:8]([C:11]2[S:15][C:14]([C:16]3[CH:17]=[CH:18][C:19]4[CH2:26][CH:25]5[C:27]6([CH2:31][N:30]([CH2:32][C:33]([F:36])([F:35])[F:34])[S:29](=[O:38])(=[O:37])[NH:28]6)[CH:22]([CH2:23][CH2:24]5)[CH2:21][C:20]=4[CH:39]=3)=[N:13][CH:12]=2)[CH2:7][CH2:6]1)=[O:4].[H][H]. (5) Given the product [C:17]([O:21][C:22]([N:24]1[CH2:25][CH2:26][C:27]([C:30]#[N:31])([NH:32][C:12]([C:9]2([C:8]([F:16])([F:15])[F:7])[CH2:11][CH2:10]2)=[O:13])[CH2:28][CH2:29]1)=[O:23])([CH3:20])([CH3:18])[CH3:19], predict the reactants needed to synthesize it. The reactants are: C(Cl)(=O)C(Cl)=O.[F:7][C:8]([F:16])([F:15])[C:9]1([C:12](O)=[O:13])[CH2:11][CH2:10]1.[C:17]([O:21][C:22]([N:24]1[CH2:29][CH2:28][C:27]([NH2:32])([C:30]#[N:31])[CH2:26][CH2:25]1)=[O:23])([CH3:20])([CH3:19])[CH3:18].C(N(C(C)C)CC)(C)C. (6) The reactants are: [Cl:1][C:2]1[CH:7]=[C:6]([C:8]([F:11])([F:10])[F:9])[N:5]=[N:4][C:3]=1[NH:12][CH:13]1[CH2:18][CH2:17][N:16](C(OC(C)(C)C)=O)[CH2:15][CH2:14]1.Cl.C(O)(C)C. Given the product [Cl:1][C:2]1[CH:7]=[C:6]([C:8]([F:10])([F:11])[F:9])[N:5]=[N:4][C:3]=1[NH:12][CH:13]1[CH2:18][CH2:17][NH:16][CH2:15][CH2:14]1, predict the reactants needed to synthesize it.